From a dataset of Reaction yield outcomes from USPTO patents with 853,638 reactions. Predict the reaction yield, written as a fraction of the theoretical maximum amount of product (1.0 means a 100% yield; for example, 0.34 means a 34% yield). (1) The reactants are [C:1](Br)(=[O:3])[CH3:2].[C:5]([O:22][CH2:23][CH:24]([CH2:45][O:46][Si](C(C)(C)C)(C)C)[O:25][C:26](=[O:44])[CH2:27][CH2:28][CH2:29][CH2:30][CH2:31][CH2:32][CH2:33]/[CH:34]=[CH:35]\[CH2:36]/[CH:37]=[CH:38]\[CH2:39][CH2:40][CH2:41][CH2:42][CH3:43])(=[O:21])[CH2:6][CH2:7][CH2:8][CH2:9][CH2:10][CH2:11][CH2:12][CH2:13][CH2:14][CH2:15][CH2:16][CH2:17][CH2:18][CH2:19][CH3:20]. The catalyst is CCCCCCC. The product is [C:5]([O:22][CH2:23][CH:24]([CH2:45][O:46][C:1](=[O:3])[CH3:2])[O:25][C:26](=[O:44])[CH2:27][CH2:28][CH2:29][CH2:30][CH2:31][CH2:32][CH2:33]/[CH:34]=[CH:35]\[CH2:36]/[CH:37]=[CH:38]\[CH2:39][CH2:40][CH2:41][CH2:42][CH3:43])(=[O:21])[CH2:6][CH2:7][CH2:8][CH2:9][CH2:10][CH2:11][CH2:12][CH2:13][CH2:14][CH2:15][CH2:16][CH2:17][CH2:18][CH2:19][CH3:20]. The yield is 0.280. (2) The reactants are [Br:1][C:2]1[CH:3]=[C:4]2[C:9](=[CH:10][CH:11]=1)[N:8]([CH2:12][CH2:13][NH:14][CH:15]([CH3:17])[CH3:16])[CH2:7][CH2:6][CH2:5]2.C(N(CC)CC)C.[C:25](O[C:25]([O:27][C:28]([CH3:31])([CH3:30])[CH3:29])=[O:26])([O:27][C:28]([CH3:31])([CH3:30])[CH3:29])=[O:26]. The catalyst is O1CCOCC1. The product is [C:28]([O:27][C:25](=[O:26])[N:14]([CH2:13][CH2:12][N:8]1[C:9]2[C:4](=[CH:3][C:2]([Br:1])=[CH:11][CH:10]=2)[CH2:5][CH2:6][CH2:7]1)[CH:15]([CH3:17])[CH3:16])([CH3:31])([CH3:30])[CH3:29]. The yield is 0.800. (3) The catalyst is C(Cl)Cl. The reactants are [F:1][C:2]1[CH:3]=[C:4]([C@@:15]([C:24]2[CH:29]=[CH:28][C:27]([F:30])=[CH:26][CH:25]=2)([NH2:23])[CH2:16][C:17]2[CH:22]=[CH:21][CH:20]=[CH:19][CH:18]=2)[CH:5]=[C:6]([O:8][C:9]([F:14])([F:13])[CH:10]([F:12])[F:11])[CH:7]=1.N[C:32](=[O:57])[CH:33]([NH:39][C:40](=[O:56])[O:41][CH2:42][CH:43]1[C:55]2[CH:54]=[CH:53][CH:52]=[CH:51][C:50]=2[C:49]2[C:44]1=[CH:45][CH:46]=[CH:47][CH:48]=2)[CH2:34][C:35]([F:38])([F:37])[F:36].C1CN([P+](Br)(N2CCCC2)N2CCCC2)CC1.F[P-](F)(F)(F)(F)F.CCN(C(C)C)C(C)C. The product is [F:36][C:35]([F:37])([F:38])[CH2:34][CH:33]([NH:39][C:40](=[O:56])[O:41][CH2:42][CH:43]1[C:44]2[CH:45]=[CH:46][CH:47]=[CH:48][C:49]=2[C:50]2[C:55]1=[CH:54][CH:53]=[CH:52][CH:51]=2)[C:32]([NH:23][C@@:15]([C:4]1[CH:5]=[C:6]([O:8][C:9]([F:14])([F:13])[CH:10]([F:12])[F:11])[CH:7]=[C:2]([F:1])[CH:3]=1)([C:24]1[CH:29]=[CH:28][C:27]([F:30])=[CH:26][CH:25]=1)[CH2:16][C:17]1[CH:22]=[CH:21][CH:20]=[CH:19][CH:18]=1)=[O:57]. The yield is 0.380. (4) The reactants are [F-].C([N+](CCCC)(CCCC)CCCC)CCC.C([Si](C(C)C)(C(C)C)[N:23]1[C:31]2[C:26](=[CH:27][C:28]([CH2:32][CH2:33][CH2:34][C:35]3[CH:44]=[CH:43][C:42]4[C:37](=[N:38][CH:39]=[CH:40][CH:41]=4)[N:36]=3)=[CH:29][CH:30]=2)[CH:25]=[CH:24]1)(C)C. The catalyst is C1COCC1. The product is [NH:23]1[C:31]2[C:26](=[CH:27][C:28]([CH2:32][CH2:33][CH2:34][C:35]3[CH:44]=[CH:43][C:42]4[C:37](=[N:38][CH:39]=[CH:40][CH:41]=4)[N:36]=3)=[CH:29][CH:30]=2)[CH:25]=[CH:24]1. The yield is 1.00. (5) The reactants are [NH:1]1[C:9]2[C:4](=[CH:5][CH:6]=[CH:7][CH:8]=2)[C:3]([C:10]([O:12][CH3:13])=[O:11])=[N:2]1.[CH3:14][O:15][C:16]1[CH:23]=[CH:22][C:19]([CH2:20]Cl)=[CH:18][CH:17]=1.C(=O)([O-])[O-].[K+].[K+]. The catalyst is CN(C=O)C.O. The product is [CH3:14][O:15][C:16]1[CH:23]=[CH:22][C:19]([CH2:20][N:1]2[C:9]3[C:4](=[CH:5][CH:6]=[CH:7][CH:8]=3)[C:3]([C:10]([O:12][CH3:13])=[O:11])=[N:2]2)=[CH:18][CH:17]=1. The yield is 0.250. (6) The reactants are [CH:1]([Mg]Br)([CH3:3])[CH3:2].O1CCCC1.[CH3:11][O:12][C:13]1[C:21]2[O:20][C:19]([CH3:23])([CH3:22])[CH2:18][C:17]=2[CH:16]=[C:15]([CH:24]=[O:25])[CH:14]=1.[Cl-].[NH4+]. The catalyst is O1CCCC1. The product is [CH3:11][O:12][C:13]1[C:21]2[O:20][C:19]([CH3:23])([CH3:22])[CH2:18][C:17]=2[CH:16]=[C:15]([CH:24]([OH:25])[CH:1]([CH3:3])[CH3:2])[CH:14]=1. The yield is 0.710. (7) The reactants are [F:1][C:2]([F:23])([F:22])[C:3]1[CH:4]=[C:5]([N:9]2[CH:14]=[CH:13][C:12](=[O:15])[C:11]([C:16]#[C:17][Si](C)(C)C)=[N:10]2)[CH:6]=[CH:7][CH:8]=1.Cl. The catalyst is CO.[OH-].[Na+]. The product is [C:16]([C:11]1[C:12](=[O:15])[CH:13]=[CH:14][N:9]([C:5]2[CH:6]=[CH:7][CH:8]=[C:3]([C:2]([F:23])([F:22])[F:1])[CH:4]=2)[N:10]=1)#[CH:17]. The yield is 0.590. (8) The reactants are [NH:1]([C:11]([O:13][CH2:14][CH:15]1[C:27]2[C:22](=[CH:23][CH:24]=[CH:25][CH:26]=2)[C:21]2[C:16]1=[CH:17][CH:18]=[CH:19][CH:20]=2)=[O:12])[C@H:2]([C:8]([OH:10])=[O:9])[CH2:3][CH2:4][CH2:5][CH2:6][NH2:7].Cl.[S:29]1[CH:33]=[CH:32][N:31]=[C:30]1[CH:34]=O.[BH-](OC(C)=O)(OC(C)=O)OC(C)=O.[Na+].[C:50]([O:54][C:55]([CH3:58])([CH3:57])[CH3:56])(=[O:53])[CH:51]=O. The catalyst is ClCCCl.O. The product is [CH:17]1[C:16]2[CH:15]([CH2:14][O:13][C:11](=[O:12])[NH:1][C@H:2]([C:8]([OH:10])=[O:9])[CH2:3][CH2:4][CH2:5][CH2:6][N:7]([CH2:34][C:30]3[S:29][CH:33]=[CH:32][N:31]=3)[CH2:51][C:50](=[O:53])[O:54][C:55]([CH3:58])([CH3:57])[CH3:56])[C:27]3[C:22](=[CH:23][CH:24]=[CH:25][CH:26]=3)[C:21]=2[CH:20]=[CH:19][CH:18]=1. The yield is 0.210.